This data is from Full USPTO retrosynthesis dataset with 1.9M reactions from patents (1976-2016). The task is: Predict the reactants needed to synthesize the given product. (1) Given the product [C:3]([N:10]1[CH2:16][C@H:15]([O:17][Si:18]([C:21]([CH3:24])([CH3:23])[CH3:22])([CH3:19])[CH3:20])[CH2:14][C@H:11]1[CH2:12][OH:13])([O:5][C:6]([CH3:7])([CH3:8])[CH3:9])=[O:4], predict the reactants needed to synthesize it. The reactants are: [BH4-].[Na+].[C:3]([N:10]1[CH2:16][C@H:15]([O:17][Si:18]([C:21]([CH3:24])([CH3:23])[CH3:22])([CH3:20])[CH3:19])[CH2:14][C@H:11]1[CH:12]=[O:13])([O:5][C:6]([CH3:9])([CH3:8])[CH3:7])=[O:4]. (2) Given the product [OH:18][C:4]1[CH:3]=[C:2]([CH:21]=[CH:20][C:19]([NH2:23])=[O:22])[C:10]2[O:9][C:8]([C:11]3[CH:16]=[CH:15][C:14]([OH:17])=[CH:13][CH:12]=3)=[CH:7][C:6]=2[CH:5]=1, predict the reactants needed to synthesize it. The reactants are: Br[C:2]1[C:10]2[O:9][C:8]([C:11]3[CH:16]=[CH:15][C:14]([OH:17])=[CH:13][CH:12]=3)=[CH:7][C:6]=2[CH:5]=[C:4]([OH:18])[CH:3]=1.[C:19]([NH2:23])(=[O:22])[CH:20]=[CH2:21].P.Cl. (3) Given the product [NH2:36]/[C:33](/[CH3:34])=[CH:2]\[C:3]([C:5]1[N:6]([CH2:23][C:24]2[CH:32]=[CH:31][C:27]([C:28]([OH:30])=[O:29])=[CH:26][CH:25]=2)[C:7](=[O:22])[C:8]2[C:13]([C:14]=1[C:15]1[CH:20]=[CH:19][CH:18]=[CH:17][CH:16]=1)=[CH:12][C:11]([Cl:21])=[CH:10][CH:9]=2)=[O:4], predict the reactants needed to synthesize it. The reactants are: Br[CH2:2][C:3]([C:5]1[N:6]([CH2:23][C:24]2[CH:32]=[CH:31][C:27]([C:28]([OH:30])=[O:29])=[CH:26][CH:25]=2)[C:7](=[O:22])[C:8]2[C:13]([C:14]=1[C:15]1[CH:20]=[CH:19][CH:18]=[CH:17][CH:16]=1)=[CH:12][C:11]([Cl:21])=[CH:10][CH:9]=2)=[O:4].[C:33]([NH2:36])(=S)[CH3:34].O. (4) Given the product [CH2:2]=[CH:3][CH2:4][CH2:5][CH2:6][CH2:7][CH2:8][CH2:9][CH2:10][CH3:11].[CH2:12]=[CH:13][CH2:14][CH2:15][CH2:16][CH2:17][CH2:18][CH2:19][CH2:20][CH2:21][CH2:22][CH3:23], predict the reactants needed to synthesize it. The reactants are: [S].[CH2:2]=[CH:3][CH2:4][CH2:5][CH2:6][CH2:7][CH2:8][CH2:9][CH2:10][CH3:11].[CH2:12]=[CH:13][CH2:14][CH2:15][CH2:16][CH2:17][CH2:18][CH2:19][CH2:20][CH2:21][CH2:22][CH3:23]. (5) Given the product [Br:1][C:2]1[CH:3]=[C:4]([NH:9][C:10](=[O:19])[C:11]2[CH:16]=[CH:15][C:14]([OH:17])=[CH:13][CH:12]=2)[C:5]([Cl:8])=[N:6][CH:7]=1, predict the reactants needed to synthesize it. The reactants are: [Br:1][C:2]1[CH:3]=[C:4]([NH:9][C:10](=[O:19])[C:11]2[CH:16]=[CH:15][C:14]([O:17]C)=[CH:13][CH:12]=2)[C:5]([Cl:8])=[N:6][CH:7]=1.B(Br)(Br)Br.